This data is from hERG potassium channel inhibition data for cardiac toxicity prediction from Karim et al.. The task is: Regression/Classification. Given a drug SMILES string, predict its toxicity properties. Task type varies by dataset: regression for continuous values (e.g., LD50, hERG inhibition percentage) or binary classification for toxic/non-toxic outcomes (e.g., AMES mutagenicity, cardiotoxicity, hepatotoxicity). Dataset: herg_karim. (1) The compound is O=C(N1CCc2ncc(C(F)(F)F)cc2C1)[C@@]12CCC[C@@H]1C[C@@H](NC1CCCCCC1)C2. The result is 0 (non-blocker). (2) The molecule is COc1ccc(S(=O)(=O)n2cc(C)c3cc(Cl)cnc32)cc1NC1CCN(C)CC1. The result is 0 (non-blocker). (3) The result is 1 (blocker). The drug is CN1CC2CC1CN2c1ccc(-c2ccccc2)cn1. (4) The drug is COc1cc(/C=C2\CCCN3C2=NO[C@]3(CO)c2ccc(F)cc2)ccc1-n1cnc(C)c1. The result is 1 (blocker). (5) The drug is Cc1nn2ccccc2c1CCNCc1ccc(/C=C/C(=O)NO)cc1. The result is 0 (non-blocker). (6) The compound is Nc1ccc(-c2cccs2)cc1NC(=O)c1ccc(CN2CCC3(CCCN3)CC2)cc1. The result is 1 (blocker). (7) The drug is COc1cc(OC(C)C)cc(S(=O)(=O)c2ccc3c(c2)OC2CNCCC32)c1. The result is 1 (blocker). (8) The molecule is CC(C)CN(C(=O)c1cc(Cl)ccc1Cl)[C@H]1CCNC1. The result is 0 (non-blocker).